This data is from Full USPTO retrosynthesis dataset with 1.9M reactions from patents (1976-2016). The task is: Predict the reactants needed to synthesize the given product. (1) Given the product [CH:33]1[C:34]2[CH2:35][C:36]3[C:41](=[CH:40][CH:39]=[CH:38][CH:37]=3)[C:42]=2[CH:43]=[CH:44][C:32]=1/[C:30](/[CH3:31])=[CH:29]/[CH2:28][OH:27], predict the reactants needed to synthesize it. The reactants are: CC(C[AlH]CC(C)C)C.C1(C)C=CC=CC=1.COC(=O)CC1C=CC([O:27][CH2:28]/[CH:29]=[C:30](/[C:32]2[CH:44]=[CH:43][C:42]3[C:41]4[C:36](=[CH:37][CH:38]=[CH:39][CH:40]=4)[CH2:35][C:34]=3[CH:33]=2)\[CH3:31])=CC=1. (2) Given the product [CH3:22][S:23]([N:16]1[CH2:17][CH2:18][CH2:19][C:13]2[CH:12]=[C:11]([O:10][CH2:9][CH2:8][CH2:7][N:1]3[CH2:2][CH2:3][CH2:4][CH2:5][CH2:6]3)[CH:21]=[CH:20][C:14]=2[CH2:15]1)(=[O:25])=[O:24], predict the reactants needed to synthesize it. The reactants are: [N:1]1([CH2:7][CH2:8][CH2:9][O:10][C:11]2[CH:21]=[CH:20][C:14]3[CH2:15][NH:16][CH2:17][CH2:18][CH2:19][C:13]=3[CH:12]=2)[CH2:6][CH2:5][CH2:4][CH2:3][CH2:2]1.[CH3:22][S:23](Cl)(=[O:25])=[O:24]. (3) The reactants are: C[O:2][C:3]1[CH:8]=[CH:7][C:6]([C:9]2[N:10]=[N:11][NH:12][CH:13]=2)=[CH:5][CH:4]=1.Br.O. Given the product [NH:12]1[CH:13]=[C:9]([C:6]2[CH:5]=[CH:4][C:3]([OH:2])=[CH:8][CH:7]=2)[N:10]=[N:11]1, predict the reactants needed to synthesize it. (4) Given the product [ClH:25].[F:15][CH2:14][C@@H:12]1[CH2:13][NH:8][CH2:9][C@@H:10]([OH:17])[C@@H:11]1[OH:16], predict the reactants needed to synthesize it. The reactants are: C([N:8]1[CH2:13][C@@H:12]([CH2:14][F:15])[C@@H:11]([OH:16])[C@H:10]([O:17]CC2C=CC=CC=2)[CH2:9]1)C1C=CC=CC=1.[ClH:25]. (5) The reactants are: NC1C=CC([C:8]2[CH:9]=[C:10]3[C:14](=[CH:15][CH:16]=2)[C:13](=[O:17])[N:12]([C@@H:18]([CH:23]([CH3:25])[CH3:24])[C:19]([O:21][CH3:22])=[O:20])[CH2:11]3)=CC=1.[N:26]1[CH:31]=[CH:30][CH:29]=[CH:28][CH:27]=1.[C:32]1([S:38](Cl)(=[O:40])=[O:39])[CH:37]=[CH:36][CH:35]=[CH:34][CH:33]=1.Cl[CH2:43]Cl. Given the product [CH3:24][CH:23]([CH3:25])[C@H:18]([N:12]1[CH2:11][C:10]2[C:14](=[CH:15][C:16]([C:28]3[CH:29]=[CH:30][C:31]([NH:26][S:38]([C:32]4[CH:37]=[CH:36][CH:35]=[CH:34][CH:33]=4)(=[O:40])=[O:39])=[CH:43][CH:27]=3)=[CH:8][CH:9]=2)[C:13]1=[O:17])[C:19]([O:21][CH3:22])=[O:20], predict the reactants needed to synthesize it. (6) Given the product [Br:1][C:2]1[C:3](=[O:28])[N:4]([C:19]2[O:23][C:22]([C:24]([OH:26])=[O:25])=[CH:21][CH:20]=2)[C:5]([CH3:18])=[CH:6][C:7]=1[O:8][CH2:9][C:10]1[CH:15]=[CH:14][C:13]([F:16])=[CH:12][C:11]=1[F:17], predict the reactants needed to synthesize it. The reactants are: [Br:1][C:2]1[C:3](=[O:28])[N:4]([C:19]2[O:23][C:22]([C:24]([O:26]C)=[O:25])=[CH:21][CH:20]=2)[C:5]([CH3:18])=[CH:6][C:7]=1[O:8][CH2:9][C:10]1[CH:15]=[CH:14][C:13]([F:16])=[CH:12][C:11]=1[F:17].[OH-].[Na+].Cl.C(#N)C.O.